From a dataset of Forward reaction prediction with 1.9M reactions from USPTO patents (1976-2016). Predict the product of the given reaction. (1) Given the reactants Cl[C:2]1[C:7]([C:8]([O:10][CH2:11][CH3:12])=[O:9])=[CH:6][N:5]=[C:4]([S:13][CH3:14])[N:3]=1.Cl.[CH2:16]([O:23][NH2:24])[C:17]1[CH:22]=[CH:21][CH:20]=[CH:19][CH:18]=1.C(Cl)(Cl)Cl.O, predict the reaction product. The product is: [CH2:16]([O:23][NH:24][C:2]1[C:7]([C:8]([O:10][CH2:11][CH3:12])=[O:9])=[CH:6][N:5]=[C:4]([S:13][CH3:14])[N:3]=1)[C:17]1[CH:22]=[CH:21][CH:20]=[CH:19][CH:18]=1. (2) Given the reactants [CH2:1]([O:8][C:9]([NH:11][CH2:12][CH2:13][O:14][N:15]1C(=O)C2=CC=CC=C2C1=O)=[O:10])[C:2]1[CH:7]=[CH:6][CH:5]=[CH:4][CH:3]=1.O1CCCC1.CN, predict the reaction product. The product is: [CH2:1]([O:8][C:9]([NH:11][CH2:12][CH2:13][O:14][NH2:15])=[O:10])[C:2]1[CH:3]=[CH:4][CH:5]=[CH:6][CH:7]=1. (3) Given the reactants [NH2:1][C:2]1[S:3][C:4]2[C:9]([N:10]([CH3:18])[C@H:11]([CH2:14][CH:15]([CH3:17])[CH3:16])[CH2:12][OH:13])=[N:8][C:7]([SH:19])=[N:6][C:5]=2[N:20]=1.[Br:21][C:22]1[CH:29]=[CH:28][C:25]([CH2:26]Br)=[C:24]([F:30])[CH:23]=1.CCN(C(C)C)C(C)C, predict the reaction product. The product is: [NH2:1][C:2]1[S:3][C:4]2[C:9]([N:10]([CH3:18])[C@H:11]([CH2:14][CH:15]([CH3:17])[CH3:16])[CH2:12][OH:13])=[N:8][C:7]([S:19][CH2:26][C:25]3[CH:28]=[CH:29][C:22]([Br:21])=[CH:23][C:24]=3[F:30])=[N:6][C:5]=2[N:20]=1. (4) Given the reactants [Br:1][C:2]1[CH:3]=[CH:4][C:5]([F:28])=[C:6]([C:8](=O)[CH:9]=[C:10]([C:21]2[CH:26]=[CH:25][CH:24]=[CH:23][CH:22]=2)[CH2:11][CH2:12][CH2:13][O:14]C2CCCCO2)[CH:7]=1.O.[NH2:30][NH2:31].[C:32](Cl)(=[O:34])[CH3:33], predict the reaction product. The product is: [C:32]([N:30]1[C:10]([CH2:11][CH2:12][CH2:13][OH:14])([C:21]2[CH:22]=[CH:23][CH:24]=[CH:25][CH:26]=2)[CH2:9][C:8]([C:6]2[CH:7]=[C:2]([Br:1])[CH:3]=[CH:4][C:5]=2[F:28])=[N:31]1)(=[O:34])[CH3:33]. (5) Given the reactants [F:1][C:2]([F:6])([F:5])[CH2:3][OH:4].C(=O)([O-])[O-].[Cs+].[Cs+].[C:13]([C:15]1([NH:18][C:19]([C@@H:21]2[CH2:25][C@@H:24]([S:26]([C:29]3[CH:34]=[CH:33][C:32](F)=[CH:31][C:30]=3[C:36]([F:39])([F:38])[F:37])(=[O:28])=[O:27])[CH2:23][N:22]2[C:40]2[N:41]([C:46]3[CH:51]=[CH:50][C:49]([C:52]([F:55])([F:54])[F:53])=[CH:48][CH:47]=3)[N:42]=[C:43]([CH3:45])[CH:44]=2)=[O:20])[CH2:17][CH2:16]1)#[N:14].C(OC(C)=O)(C)C, predict the reaction product. The product is: [C:13]([C:15]1([NH:18][C:19]([C@@H:21]2[CH2:25][C@@H:24]([S:26]([C:29]3[CH:34]=[CH:33][C:32]([O:4][CH2:3][C:2]([F:6])([F:5])[F:1])=[CH:31][C:30]=3[C:36]([F:37])([F:38])[F:39])(=[O:27])=[O:28])[CH2:23][N:22]2[C:40]2[N:41]([C:46]3[CH:51]=[CH:50][C:49]([C:52]([F:55])([F:54])[F:53])=[CH:48][CH:47]=3)[N:42]=[C:43]([CH3:45])[CH:44]=2)=[O:20])[CH2:16][CH2:17]1)#[N:14].